This data is from Full USPTO retrosynthesis dataset with 1.9M reactions from patents (1976-2016). The task is: Predict the reactants needed to synthesize the given product. (1) Given the product [C:27]([NH:30][C:31]1[CH:32]=[C:33]([CH:37]=[CH:38][CH:39]=1)[C:34]([NH:24][C:20]1[CH:21]=[CH:22][CH:23]=[C:18]([C:9]2[C:10]3[C:5](=[CH:4][C:3]([O:2][CH3:1])=[C:12]4[O:13][C:14]([CH3:17])([CH3:16])[CH2:15][C:11]4=3)[CH2:6][C:7]([CH3:26])([CH3:25])[N:8]=2)[CH:19]=1)=[O:35])(=[O:29])[CH3:28], predict the reactants needed to synthesize it. The reactants are: [CH3:1][O:2][C:3]1[CH:4]=[C:5]2[C:10](=[C:11]3[CH2:15][C:14]([CH3:17])([CH3:16])[O:13][C:12]=13)[C:9]([C:18]1[CH:19]=[C:20]([NH2:24])[CH:21]=[CH:22][CH:23]=1)=[N:8][C:7]([CH3:26])([CH3:25])[CH2:6]2.[C:27]([NH:30][C:31]1[CH:32]=[C:33]([CH:37]=[CH:38][CH:39]=1)[C:34](O)=[O:35])(=[O:29])[CH3:28].O.ON1C2C=CC=CC=2N=N1.Cl.C(N=C=NCCCN(C)C)C. (2) Given the product [Cl:39][C:24]1[C:25]([NH:27][C@@H:28]2[CH2:33][CH2:32][CH2:31][CH2:30][C@H:29]2[NH:34][S:35]([CH3:38])(=[O:37])=[O:36])=[N:26][C:21]([NH:19][C:4]2[CH:5]=[CH:6][C:7]3[CH2:13][CH:12]([NH:14][CH2:15][CH2:16][O:17][CH3:18])[CH2:11][CH2:10][CH2:9][C:8]=3[C:3]=2[O:2][CH3:1])=[N:22][CH:23]=1, predict the reactants needed to synthesize it. The reactants are: [CH3:1][O:2][C:3]1[C:8]2[CH2:9][CH2:10][CH2:11][CH:12]([NH:14][CH2:15][CH2:16][O:17][CH3:18])[CH2:13][C:7]=2[CH:6]=[CH:5][C:4]=1[NH2:19].Cl[C:21]1[N:26]=[C:25]([NH:27][C@@H:28]2[CH2:33][CH2:32][CH2:31][CH2:30][C@H:29]2[NH:34][S:35]([CH3:38])(=[O:37])=[O:36])[C:24]([Cl:39])=[CH:23][N:22]=1.